From a dataset of Catalyst prediction with 721,799 reactions and 888 catalyst types from USPTO. Predict which catalyst facilitates the given reaction. (1) Reactant: Cl.[C:2]([C:4]1[CH:23]=[CH:22][C:7]([CH2:8][N:9]2[CH2:18][CH2:17][C:16]3[C:11](=[CH:12][C:13]([C:19](O)=[O:20])=[CH:14][CH:15]=3)[CH2:10]2)=[CH:6][CH:5]=1)#[N:3].CN(C(ON1N=NC2C=CC=NC1=2)=[N+](C)C)C.F[P-](F)(F)(F)(F)F.Cl.Cl.[NH2:50][CH:51]1[CH2:56][CH2:55][N:54]([CH2:57][C:58]2[CH:63]=[CH:62][C:61]([C:64]#[N:65])=[CH:60][CH:59]=2)[CH2:53][CH2:52]1.C(N(CC)CC)C.C(=O)(O)[O-].[Na+]. Product: [C:2]([C:4]1[CH:5]=[CH:6][C:7]([CH2:8][N:9]2[CH2:18][CH2:17][C:16]3[C:11](=[CH:12][C:13]([C:19]([NH:50][CH:51]4[CH2:56][CH2:55][N:54]([CH2:57][C:58]5[CH:63]=[CH:62][C:61]([C:64]#[N:65])=[CH:60][CH:59]=5)[CH2:53][CH2:52]4)=[O:20])=[CH:14][CH:15]=3)[CH2:10]2)=[CH:22][CH:23]=1)#[N:3]. The catalyst class is: 3. (2) Reactant: [OH:1][CH2:2][CH2:3][C:4]1[C:5](=[O:21])[N:6]([C:10]2[CH:15]=[CH:14][C:13]([N+:16]([O-:18])=[O:17])=[CH:12][C:11]=2[O:19][CH3:20])[CH:7]=[CH:8][CH:9]=1.N1C=CN=C1.[C:27]([Si:31](Cl)([C:38]1[CH:43]=[CH:42][CH:41]=[CH:40][CH:39]=1)[C:32]1[CH:37]=[CH:36][CH:35]=[CH:34][CH:33]=1)([CH3:30])([CH3:29])[CH3:28]. Product: [Si:31]([O:1][CH2:2][CH2:3][C:4]1[C:5](=[O:21])[N:6]([C:10]2[CH:15]=[CH:14][C:13]([N+:16]([O-:18])=[O:17])=[CH:12][C:11]=2[O:19][CH3:20])[CH:7]=[CH:8][CH:9]=1)([C:27]([CH3:30])([CH3:29])[CH3:28])([C:38]1[CH:39]=[CH:40][CH:41]=[CH:42][CH:43]=1)[C:32]1[CH:37]=[CH:36][CH:35]=[CH:34][CH:33]=1. The catalyst class is: 35. (3) Reactant: [CH3:1][C:2]1([CH3:14])[O:6][C@H:5]2[O:7][C@H:8]([CH:10]([OH:13])[CH2:11][CH3:12])[CH2:9][C@H:4]2[O:3]1.N1C=CC=CC=1.[C:21](Cl)(=[O:28])[C:22]1[CH:27]=[CH:26][CH:25]=[CH:24][CH:23]=1. Product: [C:21]([O:13][CH:10]([C@H:8]1[O:7][C@@H:5]2[O:6][C:2]([CH3:1])([CH3:14])[O:3][C@@H:4]2[CH2:9]1)[CH2:11][CH3:12])(=[O:28])[C:22]1[CH:27]=[CH:26][CH:25]=[CH:24][CH:23]=1. The catalyst class is: 2. (4) The catalyst class is: 64. Product: [F:18][C:19]([F:28])([F:29])[C:20]1[CH:25]=[CH:24][CH:23]=[CH:22][C:21]=1[CH2:26][NH:27][C:15]([C@@H:12]1[CH2:11][CH2:10][C@H:9]([NH:8][C:6](=[O:7])[O:5][C:2]([CH3:1])([CH3:3])[CH3:4])[CH2:14][CH2:13]1)=[O:17]. Reactant: [CH3:1][C:2]([O:5][C:6]([NH:8][C@@H:9]1[CH2:14][CH2:13][C@H:12]([C:15]([OH:17])=O)[CH2:11][CH2:10]1)=[O:7])([CH3:4])[CH3:3].[F:18][C:19]([F:29])([F:28])[C:20]1[CH:25]=[CH:24][CH:23]=[CH:22][C:21]=1[CH2:26][NH2:27].C(Cl)CCl.C(N(C(C)C)CC)(C)C. (5) Reactant: CO[C:3]([C:5]1[C:6]([OH:39])=[C:7]2[C:12](=[C:13]([C:15]3[CH:16]=[N:17][CH:18]=[CH:19][CH:20]=3)[N:14]=1)[N:11]([CH2:21][C:22]1[CH:27]=[CH:26][CH:25]=[CH:24][CH:23]=1)[C:10](=[O:28])[C:9]([C:29]1[CH:34]=[CH:33][CH:32]=[CH:31][C:30]=1[C:35]([F:38])([F:37])[F:36])=[CH:8]2)=[O:4].[NH2:40][CH2:41][CH2:42][C:43]([OH:45])=[O:44].C[O-].[Na+]. Product: [CH2:21]([N:11]1[C:12]2[C:7](=[C:6]([OH:39])[C:5]([C:3]([NH:40][CH2:41][CH2:42][C:43]([OH:45])=[O:44])=[O:4])=[N:14][C:13]=2[C:15]2[CH:16]=[N:17][CH:18]=[CH:19][CH:20]=2)[CH:8]=[C:9]([C:29]2[CH:34]=[CH:33][CH:32]=[CH:31][C:30]=2[C:35]([F:37])([F:38])[F:36])[C:10]1=[O:28])[C:22]1[CH:23]=[CH:24][CH:25]=[CH:26][CH:27]=1. The catalyst class is: 250. (6) Reactant: [CH2:1]([CH:4]1[CH2:9][CH2:8][CH:7]([C:10]2[CH:15]=[CH:14][C:13]([C:16]3[CH:21]=[CH:20][C:19]([OH:22])=[C:18]([C:23]([F:26])([F:25])[F:24])[C:17]=3[C:27]([F:30])([F:29])[F:28])=[CH:12][CH:11]=2)[CH2:6][CH2:5]1)[CH2:2][CH3:3].[C:31](=O)([O-])[O-].[K+].[K+].CO.CI. Product: [CH2:1]([CH:4]1[CH2:5][CH2:6][CH:7]([C:10]2[CH:11]=[CH:12][C:13]([C:16]3[CH:21]=[CH:20][C:19]([O:22][CH3:31])=[C:18]([C:23]([F:24])([F:25])[F:26])[C:17]=3[C:27]([F:28])([F:29])[F:30])=[CH:14][CH:15]=2)[CH2:8][CH2:9]1)[CH2:2][CH3:3]. The catalyst class is: 11. (7) The catalyst class is: 6. Reactant: [Li]CCCC.[CH3:6][OH:7].[N+:8]([C:11]1[CH:12]=[C:13]([CH:17]=[C:18]([N+]([O-])=O)[CH:19]=1)[C:14]([OH:16])=[O:15])([O-:10])=[O:9].OS(O)(=O)=O. Product: [CH3:6][O:7][C:18]1[CH:17]=[C:13]([CH:12]=[C:11]([N+:8]([O-:10])=[O:9])[CH:19]=1)[C:14]([OH:16])=[O:15].